Dataset: Forward reaction prediction with 1.9M reactions from USPTO patents (1976-2016). Task: Predict the product of the given reaction. (1) The product is: [CH3:1][C@@H:2]([CH2:23][CH3:24])[C@H:3]([N:11]1[CH2:12][CH2:13][N:14]([CH2:15][C:16]2[CH:21]=[CH:20][CH:19]=[C:18]([CH3:22])[N:17]=2)[C:25]1=[O:26])[C:4]([O:6][C:7]([CH3:10])([CH3:8])[CH3:9])=[O:5]. Given the reactants [CH3:1][C@@H:2]([CH2:23][CH3:24])[C@H:3]([NH:11][CH2:12][CH2:13][NH:14][CH2:15][C:16]1[CH:21]=[CH:20][CH:19]=[C:18]([CH3:22])[N:17]=1)[C:4]([O:6][C:7]([CH3:10])([CH3:9])[CH3:8])=[O:5].[C:25](=O)(OC1C=CC([N+]([O-])=O)=CC=1)[O:26]C1C=CC([N+]([O-])=O)=CC=1, predict the reaction product. (2) Given the reactants [N:1]1([CH2:8][CH2:9][O:10][C:11]2[CH:38]=[CH:37][C:14]([C:15]([C:17]3[C:26]4[C:21](=[CH:22][C:23]([O:27][CH3:28])=[CH:24][CH:25]=4)[CH:20]=[CH:19][C:18]=3OS(C(F)(F)F)(=O)=O)=[O:16])=[CH:13][CH:12]=2)[CH2:7][CH2:6][CH2:5][CH2:4][CH2:3][CH2:2]1.Br[C:40]1[C:45]([F:46])=[C:44]([F:47])[CH:43]=[CH:42][C:41]=1[F:48].OC1C=C2C(=CC=1)C(C(C1C=CC(OCCN3CCCCC3)=CC=1)=O)=C(C1C=C(F)C=C(F)C=1F)C=C2, predict the reaction product. The product is: [N:1]1([CH2:8][CH2:9][O:10][C:11]2[CH:12]=[CH:13][C:14]([C:15]([C:17]3[C:26]4[C:21](=[CH:22][C:23]([O:27][CH3:28])=[CH:24][CH:25]=4)[CH:20]=[CH:19][C:18]=3[C:40]3[C:41]([F:48])=[CH:42][CH:43]=[C:44]([F:47])[C:45]=3[F:46])=[O:16])=[CH:37][CH:38]=2)[CH2:7][CH2:6][CH2:5][CH2:4][CH2:3][CH2:2]1.